The task is: Predict the reactants needed to synthesize the given product.. This data is from Full USPTO retrosynthesis dataset with 1.9M reactions from patents (1976-2016). Given the product [N:1]1[CH:6]=[CH:5][CH:4]=[C:3]([C:7]2[CH:11]=[C:10]([C:12]([OH:14])=[O:13])[NH:9][N:8]=2)[CH:2]=1, predict the reactants needed to synthesize it. The reactants are: [N:1]1[CH:6]=[CH:5][CH:4]=[C:3]([C:7]2[CH:11]=[C:10]([C:12]([O:14]CC)=[O:13])[NH:9][N:8]=2)[CH:2]=1.[OH-].[Na+].